Dataset: Merck oncology drug combination screen with 23,052 pairs across 39 cell lines. Task: Regression. Given two drug SMILES strings and cell line genomic features, predict the synergy score measuring deviation from expected non-interaction effect. Drug 1: NC1(c2ccc(-c3nc4ccn5c(=O)[nH]nc5c4cc3-c3ccccc3)cc2)CCC1. Drug 2: COC1CC2CCC(C)C(O)(O2)C(=O)C(=O)N2CCCCC2C(=O)OC(C(C)CC2CCC(OP(C)(C)=O)C(OC)C2)CC(=O)C(C)C=C(C)C(O)C(OC)C(=O)C(C)CC(C)C=CC=CC=C1C. Cell line: MDAMB436. Synergy scores: synergy=31.7.